From a dataset of Blood-brain barrier permeability classification from the B3DB database. Regression/Classification. Given a drug SMILES string, predict its absorption, distribution, metabolism, or excretion properties. Task type varies by dataset: regression for continuous measurements (e.g., permeability, clearance, half-life) or binary classification for categorical outcomes (e.g., BBB penetration, CYP inhibition). Dataset: b3db_classification. (1) The molecule is CC1(C)SC2C(NC(=O)C34CC5CC(CC(N)(C5)C3)C4)C(=O)N2C1C(=O)O. The result is 0 (does not penetrate BBB). (2) The drug is O=C(Cc1ccc(Cl)c(Cl)c1)N1CCc2[nH]cnc2[C@@H]1CN1CC[C@H](O)C1. The result is 0 (does not penetrate BBB).